Dataset: Reaction yield outcomes from USPTO patents with 853,638 reactions. Task: Predict the reaction yield, written as a fraction of the theoretical maximum amount of product (1.0 means a 100% yield; for example, 0.34 means a 34% yield). (1) The reactants are [OH:1][CH2:2][C@@H:3]([NH:18][C:19](=[O:25])[O:20][C:21]([CH3:24])([CH3:23])[CH3:22])[C@H:4]([C:8]1[CH:13]=[CH:12][C:11]([C:14]([F:17])([F:16])[F:15])=[CH:10][CH:9]=1)/[CH:5]=[CH:6]/[CH3:7]. The catalyst is CO.[Pd]. The product is [OH:1][CH2:2][C@@H:3]([NH:18][C:19](=[O:25])[O:20][C:21]([CH3:24])([CH3:23])[CH3:22])[C@H:4]([C:8]1[CH:13]=[CH:12][C:11]([C:14]([F:17])([F:16])[F:15])=[CH:10][CH:9]=1)[CH2:5][CH2:6][CH3:7]. The yield is 0.970. (2) The yield is 0.840. The catalyst is CN1C(=O)CCC1.O.ClCCl. The product is [CH2:3]=[CH:2][CH2:1][N:13]1[C@@H:23]2[CH2:24][C:25]3[CH:30]=[CH:29][C:28]([OH:31])=[C:27]4[O:32][C@H:17]5[C:18]([CH2:20][CH2:21][C@:22]2([OH:33])[C@:16]5([C:26]=34)[CH2:15][CH2:14]1)=[O:19]. The reactants are [CH2:1](Br)[CH:2]=[CH2:3].CCN(CC)CC.C[N:13]1[C@@H:23]2[CH2:24][C:25]3[CH:30]=[CH:29][C:28]([OH:31])=[C:27]4[O:32][C@H:17]5[C:18]([CH:20]=[CH:21][C@:22]2([OH:33])[C@:16]5([C:26]=34)[CH2:15][CH2:14]1)=[O:19]. (3) The reactants are Cl.[NH2:2][CH2:3][C:4]([CH3:9])([CH3:8])[C:5]([OH:7])=[O:6].C(N(C(C)C)CC)(C)C.[CH:19]1[C:31]2[CH:30]([CH2:32][O:33][C:34](Cl)=[O:35])[C:29]3[C:24](=[CH:25][CH:26]=[CH:27][CH:28]=3)[C:23]=2[CH:22]=[CH:21][CH:20]=1. The catalyst is ClCCl. The product is [CH:19]1[C:31]2[CH:30]([CH2:32][O:33][C:34]([NH:2][CH2:3][C:4]([CH3:9])([CH3:8])[C:5]([OH:7])=[O:6])=[O:35])[C:29]3[C:24](=[CH:25][CH:26]=[CH:27][CH:28]=3)[C:23]=2[CH:22]=[CH:21][CH:20]=1. The yield is 0.450. (4) The reactants are C(OC(=O)C(CC1C=NC=CC=1)C(OCC=C)=O)C=C.[CH2:21]([O:24][C:25](=[O:33])[CH2:26][C:27]([O:29][CH2:30][CH:31]=[CH2:32])=[O:28])[CH:22]=[CH2:23].[H-].[Na+].[F:36][C:37]([F:47])([F:46])[C:38]1[CH:39]=[C:40]([CH:43]=[CH:44][CH:45]=1)[CH2:41]Br. No catalyst specified. The product is [CH2:21]([O:24][C:25](=[O:33])[CH:26]([CH2:41][C:40]1[CH:43]=[CH:44][CH:45]=[C:38]([C:37]([F:36])([F:46])[F:47])[CH:39]=1)[C:27]([O:29][CH2:30][CH:31]=[CH2:32])=[O:28])[CH:22]=[CH2:23]. The yield is 0.820. (5) The reactants are [CH:1]([C:3]1[N:8]=[N:7][C:6]2[O:9][CH2:10][CH2:11][O:12][C:5]=2[CH:4]=1)=C.I([O-])(=O)(=O)=[O:14].[Na+]. The catalyst is O1CCOCC1.O.[Os](=O)(=O)(=O)=O. The product is [N:7]1[C:6]2[O:9][CH2:10][CH2:11][O:12][C:5]=2[CH:4]=[C:3]([CH:1]=[O:14])[N:8]=1. The yield is 0.640.